From a dataset of Reaction yield outcomes from USPTO patents with 853,638 reactions. Predict the reaction yield, written as a fraction of the theoretical maximum amount of product (1.0 means a 100% yield; for example, 0.34 means a 34% yield). The reactants are [NH:1]([C:3]1[CH:4]=[C:5]([C:12]([OH:14])=[O:13])[CH:6]=[C:7]([C:9]([OH:11])=[O:10])[CH:8]=1)N.[CH:15]([C:18]([CH3:20])=O)([CH3:17])[CH3:16]. The catalyst is C(O)(=O)C. The product is [CH3:20][C:18]1[C:15]([CH3:17])([CH3:16])[C:4]2[C:3](=[CH:8][C:7]([C:9]([OH:11])=[O:10])=[CH:6][C:5]=2[C:12]([OH:14])=[O:13])[N:1]=1. The yield is 0.955.